Dataset: Forward reaction prediction with 1.9M reactions from USPTO patents (1976-2016). Task: Predict the product of the given reaction. (1) The product is: [F:35][C:33]1[CH:34]=[C:29]2[N:28]=[CH:27][N:26]([CH2:25][C:23]3[CH:22]=[CH:21][C:19]4[N:20]=[C:16]([NH:15][C@@H:9]5[CH2:10][CH2:38][CH2:37][C@H:36]([OH:5])[C@@H:40]5[OH:39])[S:17][C:18]=4[CH:24]=3)[C:30]2=[N:31][CH:32]=1. Given the reactants C[N+]1([O-])CC[O:5]CC1.[C@@H:9]1([NH:15][C:16]2[S:17][C:18]3[CH:24]=[C:23]([CH2:25][N:26]4[C:30]5=[N:31][CH:32]=[C:33]([F:35])[CH:34]=[C:29]5[N:28]=[CH:27]4)[CH:22]=[CH:21][C:19]=3[N:20]=2)CCCC=[CH:10]1.[CH2:36]1[CH2:40][O:39][CH2:38][CH2:37]1, predict the reaction product. (2) Given the reactants C([O:5][P:6]([CH:13]([C:15]1[C:20]([CH3:21])=[CH:19][N:18]=[C:17]([CH3:22])[C:16]=1[O:23]CC1C=CC=CC=1)[OH:14])(=[O:12])[O:7]C(C)(C)C)(C)(C)C, predict the reaction product. The product is: [OH:14][CH:13]([P:6](=[O:5])([OH:7])[OH:12])[C:15]1[C:20]([CH3:21])=[CH:19][N:18]=[C:17]([CH3:22])[C:16]=1[OH:23]. (3) Given the reactants [C:1]([N:4]1[C:13]2[C:8](=[CH:9][C:10]([C:14]#[N:15])=[CH:11][CH:12]=2)[C@H:7]([NH:16][C:17]2[N:26]=[CH:25][CH:24]=[CH:23][C:18]=2[C:19]([O:21]C)=[O:20])[C@@H:6]([CH3:27])[C@@H:5]1[CH:28]1[CH2:30][CH2:29]1)(=[O:3])[CH3:2].[Li+].[OH-], predict the reaction product. The product is: [C:1]([N:4]1[C:13]2[C:8](=[CH:9][C:10]([C:14]#[N:15])=[CH:11][CH:12]=2)[C@H:7]([NH:16][C:17]2[N:26]=[CH:25][CH:24]=[CH:23][C:18]=2[C:19]([OH:21])=[O:20])[C@@H:6]([CH3:27])[C@@H:5]1[CH:28]1[CH2:29][CH2:30]1)(=[O:3])[CH3:2]. (4) Given the reactants C(OC([N:8]1[CH2:13][CH2:12][CH:11]([N:14]2[CH:18]=[C:17]([C:19]3[CH:20]=[N:21][C:22]([NH2:37])=[C:23]([C:25]4[N:26]=[CH:27][C:28]5[C:33]([CH:34]=4)=[C:32]([CH3:35])[CH:31]=[CH:30][C:29]=5[F:36])[CH:24]=3)[CH:16]=[N:15]2)[CH2:10][CH2:9]1)=O)(C)(C)C.C(Cl)[Cl:39].[ClH:41].CCOCC, predict the reaction product. The product is: [ClH:39].[ClH:41].[ClH:39].[F:36][C:29]1[CH:30]=[CH:31][C:32]([CH3:35])=[C:33]2[C:28]=1[CH:27]=[N:26][C:25]([C:23]1[C:22]([NH2:37])=[N:21][CH:20]=[C:19]([C:17]3[CH:16]=[N:15][N:14]([CH:11]4[CH2:10][CH2:9][NH:8][CH2:13][CH2:12]4)[CH:18]=3)[CH:24]=1)=[CH:34]2. (5) Given the reactants [F:1][C:2]1[CH:7]=[CH:6][C:5]([S:8]([C:11]2[CH:12]=[CH:13][C:14]([CH:27]([CH3:29])[CH3:28])=[C:15]([S:17]([NH:20][CH:21]3[CH2:26][CH2:25][NH:24][CH2:23][CH2:22]3)(=[O:19])=[O:18])[CH:16]=2)(=[O:10])=[O:9])=[CH:4][CH:3]=1.C(N(CC)CC)C.[C:37]1([N:47]=[C:48]=[S:49])[C:46]2[C:41](=[CH:42][CH:43]=[CH:44][CH:45]=2)[CH:40]=[CH:39][CH:38]=1, predict the reaction product. The product is: [F:1][C:2]1[CH:7]=[CH:6][C:5]([S:8]([C:11]2[CH:12]=[CH:13][C:14]([CH:27]([CH3:29])[CH3:28])=[C:15]([S:17]([NH:20][CH:21]3[CH2:22][CH2:23][N:24]([C:48](=[S:49])[NH:47][C:37]4[C:46]5[C:41](=[CH:42][CH:43]=[CH:44][CH:45]=5)[CH:40]=[CH:39][CH:38]=4)[CH2:25][CH2:26]3)(=[O:18])=[O:19])[CH:16]=2)(=[O:9])=[O:10])=[CH:4][CH:3]=1. (6) Given the reactants [NH:1]1[C:5]2[CH:6]=[CH:7][CH:8]=[CH:9][C:4]=2[N:3]=[C:2]1[CH2:10][N:11]1[C@H:24]2[C@@H:15]([CH2:16][CH2:17][C:18]3[C:23]2=[N:22][CH:21]=[CH:20][CH:19]=3)[CH2:14][CH2:13][CH2:12]1.C(N(C(C)C)CC)(C)C.BrCCCC1C=CC=[C:40]2[C:41]([NH:43]C(=O)[C:39]=12)=O.[I-].[K+], predict the reaction product. The product is: [N:11]1([CH2:10][C:2]2[N:3]([CH2:39][CH2:40][CH2:41][NH2:43])[C:4]3[CH:9]=[CH:8][CH:7]=[CH:6][C:5]=3[N:1]=2)[C@H:24]2[C@@H:15]([CH2:16][CH2:17][C:18]3[C:23]2=[N:22][CH:21]=[CH:20][CH:19]=3)[CH2:14][CH2:13][CH2:12]1. (7) Given the reactants [OH-].[Na+].C[O:4][C:5](=[O:20])[C:6]([Cl:19])([Cl:18])[C:7]12[CH2:16][CH:11]3[CH2:12][CH:13]([CH2:15][C:9]([OH:17])([CH2:10]3)[CH2:8]1)[CH2:14]2.Cl, predict the reaction product. The product is: [Cl:18][C:6]([Cl:19])([C:7]12[CH2:14][CH:13]3[CH2:12][CH:11]([CH2:10][C:9]([OH:17])([CH2:15]3)[CH2:8]1)[CH2:16]2)[C:5]([OH:20])=[O:4].